Dataset: Reaction yield outcomes from USPTO patents with 853,638 reactions. Task: Predict the reaction yield, written as a fraction of the theoretical maximum amount of product (1.0 means a 100% yield; for example, 0.34 means a 34% yield). (1) The reactants are [CH3:1][C:2]1[C:6]2[CH:7]=[C:8]([C:11]3([C:14]([O:16]C)=[O:15])[CH2:13][CH2:12]3)[CH:9]=[CH:10][C:5]=2[O:4][N:3]=1.O[Li].O. The catalyst is CO.O. The product is [CH3:1][C:2]1[C:6]2[CH:7]=[C:8]([C:11]3([C:14]([OH:16])=[O:15])[CH2:12][CH2:13]3)[CH:9]=[CH:10][C:5]=2[O:4][N:3]=1. The yield is 0.320. (2) The reactants are [F:1][C:2]1[CH:7]=[C:6]([N+:8]([O-:10])=[O:9])[C:5](F)=[CH:4][C:3]=1[F:12].CCN(C(C)C)C(C)C.[CH:22]1([C:25]2[NH:29][N:28]=[C:27]([NH2:30])[CH:26]=2)[CH2:24][CH2:23]1. The catalyst is C1COCC1. The product is [CH:22]1([C:25]2[NH:29][N:28]=[C:27]([NH:30][C:5]3[CH:4]=[C:3]([F:12])[C:2]([F:1])=[CH:7][C:6]=3[N+:8]([O-:10])=[O:9])[CH:26]=2)[CH2:24][CH2:23]1. The yield is 0.180. (3) The reactants are Br[C:2]1[CH:7]=[CH:6][C:5](/[CH:8]=[CH:9]/[C:10]2[NH:11][CH:12]=[C:13]([C:15]3[CH:20]=[CH:19][C:18]([Cl:21])=[CH:17][C:16]=3[Cl:22])[N:14]=2)=[CH:4][CH:3]=1.[CH2:23]([O:27][C:28]1[CH:33]=[CH:32][C:31](B(O)O)=[CH:30][CH:29]=1)[CH2:24][CH2:25][CH3:26]. No catalyst specified. The product is [CH2:23]([O:27][C:28]1[CH:33]=[CH:32][C:31]([C:2]2[CH:7]=[CH:6][C:5](/[CH:8]=[CH:9]/[C:10]3[NH:11][CH:12]=[C:13]([C:15]4[CH:20]=[CH:19][C:18]([Cl:21])=[CH:17][C:16]=4[Cl:22])[N:14]=3)=[CH:4][CH:3]=2)=[CH:30][CH:29]=1)[CH2:24][CH2:25][CH3:26]. The yield is 0.520. (4) The reactants are [C:1]([C:4]1[C:9](=[O:10])[C:8]([O:11][CH3:12])=[CH:7][N:6]([C:13]2[CH:18]=[CH:17][CH:16]=[C:15]([C:19]3[CH:20]=[N:21][N:22]([CH3:24])[CH:23]=3)[C:14]=2[F:25])[N:5]=1)(=O)[CH3:2].[CH3:26]C(O)=O.[C:30]1([NH:36][NH2:37])[CH:35]=[CH:34][CH:33]=[CH:32][CH:31]=1. The catalyst is COC(OC)N(C)C.Cl. The product is [F:25][C:14]1[C:15]([C:19]2[CH:20]=[N:21][N:22]([CH3:24])[CH:23]=2)=[CH:16][CH:17]=[CH:18][C:13]=1[N:6]1[CH:7]=[C:8]([O:11][CH3:12])[C:9](=[O:10])[C:4]([C:1]2[N:36]([C:30]3[CH:35]=[CH:34][CH:33]=[CH:32][CH:31]=3)[N:37]=[CH:26][CH:2]=2)=[N:5]1. The yield is 0.620.